The task is: Predict the reactants needed to synthesize the given product.. This data is from Full USPTO retrosynthesis dataset with 1.9M reactions from patents (1976-2016). (1) Given the product [C:1]([O:5][C:6]([N:8]1[CH2:13][CH2:12][CH:11]2[CH:10]([N:16]([CH2:17][C:18]3[CH:23]=[CH:22][CH:21]=[CH:20][CH:19]=3)[CH2:14]2)[CH2:9]1)=[O:7])([CH3:4])([CH3:3])[CH3:2], predict the reactants needed to synthesize it. The reactants are: [C:1]([O:5][C:6]([N:8]1[CH2:13][CH2:12][CH:11]([CH2:14]O)[CH:10]([NH:16][CH2:17][C:18]2[CH:23]=[CH:22][CH:21]=[CH:20][CH:19]=2)[CH2:9]1)=[O:7])([CH3:4])([CH3:3])[CH3:2].C(N(CC)CC)C.CS(Cl)(=O)=O.C([O-])([O-])=O.[Cs+].[Cs+]. (2) Given the product [NH2:1][C:2]([NH:4][C:5]1[CH:9]=[C:8]([Br:10])[S:7][C:6]=1[C:11]([NH:19][C@H:20]1[CH2:25][CH2:24][CH2:23][N:22]([C:26]([O:28][C:29]([CH3:32])([CH3:31])[CH3:30])=[O:27])[CH2:21]1)=[O:13])=[O:3], predict the reactants needed to synthesize it. The reactants are: [NH2:1][C:2]([NH:4][C:5]1[CH:9]=[C:8]([Br:10])[S:7][C:6]=1[C:11]([O:13]C)=O)=[O:3].C[Al](C)C.[NH2:19][C@H:20]1[CH2:25][CH2:24][CH2:23][N:22]([C:26]([O:28][C:29]([CH3:32])([CH3:31])[CH3:30])=[O:27])[CH2:21]1.C[Al](C)C.N[C@H]1CCCN(C(OC(C)(C)C)=O)C1.[C@H](O)(C([O-])=O)[C@@H](O)C([O-])=O.[Na+].[K+]. (3) Given the product [O:27]=[C:19]1[NH:20][C:21]2=[N:22][CH:23]=[CH:24][CH:25]=[C:26]2[C:18]21[CH2:17][C:16]1[C:29](=[CH:30][CH:31]=[C:14]([NH:13][C:2]3[CH:7]=[CH:6][N:5]=[C:4]([C:8]([OH:10])=[O:9])[CH:3]=3)[CH:15]=1)[CH2:28]2, predict the reactants needed to synthesize it. The reactants are: Br[C:2]1[CH:7]=[CH:6][N:5]=[C:4]([C:8]([O:10]C)=[O:9])[CH:3]=1.Cl.[NH2:13][C:14]1[CH:15]=[C:16]2[C:29](=[CH:30][CH:31]=1)[CH2:28][C:18]1([C:26]3[C:21](=[N:22][CH:23]=[CH:24][CH:25]=3)[NH:20][C:19]1=[O:27])[CH2:17]2. (4) Given the product [ClH:14].[CH3:12][N:6]([CH2:7][CH2:8][CH2:9][CH2:10][CH3:11])[CH2:5][CH2:4][C:3]([OH:13])=[O:2], predict the reactants needed to synthesize it. The reactants are: C[O:2][C:3](=[O:13])[CH2:4][CH2:5][N:6]([CH3:12])[CH2:7][CH2:8][CH2:9][CH2:10][CH3:11].[ClH:14]. (5) Given the product [CH2:13]([O:12][C:10]([C:9]1[N:16]([CH2:19][Si:20]([CH3:23])([CH3:22])[CH3:21])[N:17]=[N:18][C:8]=1[C:5]1[CH:6]=[CH:7][C:2]([Br:1])=[CH:3][C:4]=1[F:15])=[O:11])[CH3:14], predict the reactants needed to synthesize it. The reactants are: [Br:1][C:2]1[CH:7]=[CH:6][C:5]([C:8]#[C:9][C:10]([O:12][CH2:13][CH3:14])=[O:11])=[C:4]([F:15])[CH:3]=1.[N:16]([CH2:19][Si:20]([CH3:23])([CH3:22])[CH3:21])=[N+:17]=[N-:18]. (6) Given the product [OH:1][C:2]1[CH:9]=[CH:8][C:5]([CH2:6][NH:7][C:24]2[C:23]3[N:27]=[CH:28][N:29]([C:22]=3[N:21]=[CH:20][N:25]=2)[C@@H:30]2[O:34][C@H:33]([CH2:35][OH:36])[C@@H:32]([OH:37])[C@H:31]2[OH:38])=[CH:4][CH:3]=1, predict the reactants needed to synthesize it. The reactants are: [OH:1][C:2]1[CH:9]=[CH:8][C:5]([CH2:6][NH2:7])=[CH:4][CH:3]=1.Cl.OC1C=CC(CN)=CC=1.[CH:20]1[N:25]=[C:24](Cl)[C:23]2[N:27]=[CH:28][N:29]([C@@H:30]3[O:34][C@H:33]([CH2:35][OH:36])[C@@H:32]([OH:37])[C@H:31]3[OH:38])[C:22]=2[N:21]=1.C(N(CC)C(C)C)(C)C. (7) Given the product [C:29]([O:28][C:26]([NH:25][C:6]([CH2:5][OH:4])([CH2:12][CH2:13][CH2:14][CH2:15][B:16]1[O:17][C:18]([CH3:24])([CH3:23])[C:19]([CH3:22])([CH3:21])[O:20]1)[C:7]([O:9][CH2:10][CH3:11])=[O:8])=[O:27])([CH3:32])([CH3:30])[CH3:31], predict the reactants needed to synthesize it. The reactants are: C([O:4][CH2:5][C:6]([NH:25][C:26]([O:28][C:29]([CH3:32])([CH3:31])[CH3:30])=[O:27])([CH2:12][CH2:13][CH2:14][CH2:15][B:16]1[O:20][C:19]([CH3:22])([CH3:21])[C:18]([CH3:24])([CH3:23])[O:17]1)[C:7]([O:9][CH2:10][CH3:11])=[O:8])(=O)C.C(=O)([O-])[O-].[K+].[K+]. (8) Given the product [O:34]1[CH:38]=[CH:37][CH:36]=[C:35]1[CH2:39][NH:40][C:16]([C@@H:9]1[CH2:10][C:11](=[N:13][O:14][CH3:15])[CH2:12][N:8]1[C:6]([C:25]1[C:20](=[O:19])[O:21][C:22]([CH2:29][CH2:30][CH2:31][CH2:32][CH3:33])=[CH:23][CH:24]=1)=[O:7])=[O:18], predict the reactants needed to synthesize it. The reactants are: C(O[C:6]([N:8]1[CH2:12][C:11](=[N:13][O:14][CH3:15])[CH2:10][C@H:9]1[C:16]([OH:18])=O)=[O:7])(C)(C)C.[O:19]=[C:20]1[C:25](C(Cl)=O)=[CH:24][CH:23]=[C:22]([CH2:29][CH2:30][CH2:31][CH2:32][CH3:33])[O:21]1.[O:34]1[CH:38]=[CH:37][CH:36]=[C:35]1[CH2:39][NH2:40].